Dataset: Reaction yield outcomes from USPTO patents with 853,638 reactions. Task: Predict the reaction yield, written as a fraction of the theoretical maximum amount of product (1.0 means a 100% yield; for example, 0.34 means a 34% yield). (1) The reactants are [CH2:1]([C:9]1[CH:19]=[CH:18][C:12]([CH2:13][NH:14][CH2:15][C:16]#[N:17])=[CH:11][CH:10]=1)[CH2:2][CH2:3][CH2:4][CH2:5][CH2:6][CH2:7][CH3:8].[Si]([N:24]=[N+:25]=[N-:26])(C)(C)C.CCCC[N+](CCCC)(CCCC)CCCC.[F-].C1COCC1. The catalyst is CO. The product is [NH:17]1[C:16]([CH2:15][NH:14][CH2:13][C:12]2[CH:18]=[CH:19][C:9]([CH2:1][CH2:2][CH2:3][CH2:4][CH2:5][CH2:6][CH2:7][CH3:8])=[CH:10][CH:11]=2)=[N:26][N:25]=[N:24]1. The yield is 0.840. (2) The reactants are C(OC([NH:11][C@H:12]1[CH2:17][CH2:16][CH2:15][CH2:14][C@@:13]1([CH2:22][CH3:23])[C:18]([O:20][CH3:21])=[O:19])=O)C1C=CC=CC=1. The catalyst is CO.[Pd]. The product is [NH2:11][C@H:12]1[CH2:17][CH2:16][CH2:15][CH2:14][C@@:13]1([CH2:22][CH3:23])[C:18]([O:20][CH3:21])=[O:19]. The yield is 0.880. (3) The reactants are N1[CH:6]=[CH:5][C:4]([NH:7][C:8]([N:10]2[CH2:13][CH:12]([O:14][C:15]3[CH:20]=[CH:19][C:18](I)=[CH:17][N:16]=3)[CH2:11]2)=[O:9])=[N:3]C=1.[F:22][C:23]1[CH:28]=[CH:27][CH:26]=[C:25]([F:29])[C:24]=1[B-](F)(F)F.[K+].CCO.[CH2:38]([N:40](CC)CC)C. The catalyst is C(Cl)Cl. The product is [N:40]1[CH:38]=[CH:6][CH:5]=[C:4]([NH:7][C:8]([N:10]2[CH2:11][CH:12]([O:14][C:15]3[CH:20]=[CH:19][C:18]([C:24]4[C:23]([F:22])=[CH:28][CH:27]=[CH:26][C:25]=4[F:29])=[CH:17][N:16]=3)[CH2:13]2)=[O:9])[N:3]=1. The yield is 0.170.